Dataset: Peptide-MHC class I binding affinity with 185,985 pairs from IEDB/IMGT. Task: Regression. Given a peptide amino acid sequence and an MHC pseudo amino acid sequence, predict their binding affinity value. This is MHC class I binding data. (1) The peptide sequence is YVIKKSSPL. The MHC is HLA-C06:02 with pseudo-sequence HLA-C06:02. The binding affinity (normalized) is 0.0847. (2) The peptide sequence is NTITTFIPI. The MHC is HLA-A02:02 with pseudo-sequence HLA-A02:02. The binding affinity (normalized) is 0.108. (3) The peptide sequence is HVPTRGTAM. The MHC is HLA-B27:05 with pseudo-sequence HLA-B27:05. The binding affinity (normalized) is 0.0847. (4) The peptide sequence is RLLQTGIHV. The MHC is HLA-A02:01 with pseudo-sequence HLA-A02:01. The binding affinity (normalized) is 0.297. (5) The peptide sequence is AMAAAAAPY. The MHC is BoLA-HD6 with pseudo-sequence BoLA-HD6. The binding affinity (normalized) is 0.0641. (6) The peptide sequence is YFRNSGMTY. The MHC is HLA-B58:01 with pseudo-sequence HLA-B58:01. The binding affinity (normalized) is 0.0847. (7) The peptide sequence is QHAWPLPPL. The MHC is HLA-B27:03 with pseudo-sequence HLA-B27:03. The binding affinity (normalized) is 0.0847.